The task is: Regression. Given a peptide amino acid sequence and an MHC pseudo amino acid sequence, predict their binding affinity value. This is MHC class I binding data.. This data is from Peptide-MHC class I binding affinity with 185,985 pairs from IEDB/IMGT. (1) The peptide sequence is RQFPQAFEF. The MHC is Mamu-B52 with pseudo-sequence Mamu-B52. The binding affinity (normalized) is 0.742. (2) The MHC is HLA-B40:01 with pseudo-sequence HLA-B40:01. The binding affinity (normalized) is 0.213. The peptide sequence is RQRHYFDSA. (3) The peptide sequence is KIWEELSML. The MHC is HLA-A02:01 with pseudo-sequence HLA-A02:01. The binding affinity (normalized) is 0.527. (4) The binding affinity (normalized) is 0.894. The peptide sequence is YTLKYPNL. The MHC is H-2-Kb with pseudo-sequence H-2-Kb.